The task is: Regression/Classification. Given a drug SMILES string, predict its absorption, distribution, metabolism, or excretion properties. Task type varies by dataset: regression for continuous measurements (e.g., permeability, clearance, half-life) or binary classification for categorical outcomes (e.g., BBB penetration, CYP inhibition). Dataset: b3db_classification.. This data is from Blood-brain barrier permeability classification from the B3DB database. (1) The drug is COC(OC)C(=O)[C@@]12OC(C)(C)O[C@@H]1CC1C3C[C@H](F)C4=CC(=O)C=CC4(C)[C@@]3(F)C(O)CC12C. The result is 1 (penetrates BBB). (2) The drug is CN1CCC2(C)c3cc(OC(=O)Nc4ccccc4)ccc3N(C)C12. The result is 1 (penetrates BBB). (3) The compound is COc1cc(Nc2c(C#N)cnc3cc(OCCCN4CCN(C)CC4)c(OC)cc23)c(Cl)cc1Cl. The result is 0 (does not penetrate BBB). (4) The result is 0 (does not penetrate BBB). The drug is Cc1onc(-c2c(F)cccc2Cl)c1C(=O)N[C@H]1C(=O)N2[C@@H](C(=O)O)C(C)(C)S[C@H]12. (5) The compound is C[C@H]1C[C@H]2[C@@H]3CCC4=CC(=O)C=C[C@]4(C)[C@@]3(F)C(=O)C[C@]2(C)[C@@]1(O)C(=O)CCl. The result is 1 (penetrates BBB). (6) The molecule is CCN(CC)Cc1ccc2c(c1)CCC(N1CCN(CCc3ccc(F)cc3)CC1=O)C2. The result is 1 (penetrates BBB). (7) The drug is NCc1cccc(NC(=O)c2ccc3ccccc3c2)c1. The result is 1 (penetrates BBB).